Dataset: Forward reaction prediction with 1.9M reactions from USPTO patents (1976-2016). Task: Predict the product of the given reaction. (1) The product is: [CH3:1][C:2]1[CH:3]=[C:4]([CH:7]=[CH:8][C:9]=1[O:10][CH2:25][O:24][CH2:23][CH2:22][Si:21]([CH3:28])([CH3:27])[CH3:20])[CH:5]=[O:6]. Given the reactants [CH3:1][C:2]1[CH:3]=[C:4]([CH:7]=[CH:8][C:9]=1[OH:10])[CH:5]=[O:6].C(N(C(C)C)C(C)C)C.[CH3:20][Si:21]([CH3:28])([CH3:27])[CH2:22][CH2:23][O:24][CH2:25]Cl, predict the reaction product. (2) Given the reactants [N:1]1[O:5][N:4]=[C:3]2[CH:6]=[C:7]([C:10]3[CH:11]=[C:12]([OH:16])[CH:13]=[CH:14][CH:15]=3)[CH:8]=[CH:9][C:2]=12.C(=O)([O-])[O-].[Cs+].[Cs+].Br[CH2:24][CH2:25][F:26], predict the reaction product. The product is: [F:26][CH2:25][CH2:24][O:16][C:12]1[CH:11]=[C:10]([C:7]2[CH:8]=[CH:9][C:2]3[C:3]([CH:6]=2)=[N:4][O:5][N:1]=3)[CH:15]=[CH:14][CH:13]=1.